This data is from Full USPTO retrosynthesis dataset with 1.9M reactions from patents (1976-2016). The task is: Predict the reactants needed to synthesize the given product. Given the product [OH:13][CH2:12][CH:10]1[CH2:11][N:8]([C:6]([O:5][C:1]([CH3:4])([CH3:3])[CH3:2])=[O:7])[CH2:9]1, predict the reactants needed to synthesize it. The reactants are: [C:1]([O:5][C:6]([N:8]1[CH2:11][CH:10]([C:12](O)=[O:13])[CH2:9]1)=[O:7])([CH3:4])([CH3:3])[CH3:2].Cl.